This data is from Full USPTO retrosynthesis dataset with 1.9M reactions from patents (1976-2016). The task is: Predict the reactants needed to synthesize the given product. (1) Given the product [CH3:1][O:2][C@@H:3]1[CH2:4][NH:5][CH2:6][C@H:7]([NH:9][C:10]2[C:11]3[CH:18]=[CH:17][N:16]([C:19]([C:26]4[CH:31]=[CH:30][CH:29]=[CH:28][CH:27]=4)([C:20]4[CH:21]=[CH:22][CH:23]=[CH:24][CH:25]=4)[C:32]4[CH:37]=[CH:36][CH:35]=[CH:34][CH:33]=4)[C:12]=3[N:13]=[CH:14][N:15]=2)[CH2:8]1, predict the reactants needed to synthesize it. The reactants are: [CH3:1][O:2][C@H:3]1[CH2:8][C@@H:7]([NH:9][C:10]2[C:11]3[CH:18]=[CH:17][N:16]([C:19]([C:32]4[CH:37]=[CH:36][CH:35]=[CH:34][CH:33]=4)([C:26]4[CH:31]=[CH:30][CH:29]=[CH:28][CH:27]=4)[C:20]4[CH:25]=[CH:24][CH:23]=[CH:22][CH:21]=4)[C:12]=3[N:13]=[CH:14][N:15]=2)[CH2:6][N:5](C(OC(C)(C)C)=O)[CH2:4]1.Cl.O1CCOCC1.CCOC(C)=O. (2) Given the product [Br:1][C:2]1[CH:3]=[CH:4][C:5]2[O:11][C:13]([C:14]([O:16][CH3:17])=[O:15])=[C:8]([CH3:9])[C:6]=2[CH:7]=1, predict the reactants needed to synthesize it. The reactants are: [Br:1][C:2]1[CH:3]=[CH:4][C:5]([OH:11])=[C:6]([C:8](=O)[CH3:9])[CH:7]=1.Br[CH2:13][C:14]([O:16][CH3:17])=[O:15].C(=O)([O-])[O-].[K+].[K+]. (3) Given the product [CH3:8][C:5]1[N:6]=[CH:7][C:2]([N:6]2[C:9]3[CH:7]=[CH:2][CH:3]=[CH:11][C:10]=3[O:13][CH2:4][CH2:5]2)=[CH:3][CH:4]=1, predict the reactants needed to synthesize it. The reactants are: Br[C:2]1[CH:3]=[CH:4][C:5]([CH3:8])=[N:6][CH:7]=1.[CH3:9][C:10]([O-:13])(C)[CH3:11].[Na+]. (4) Given the product [C:10]([C:13]1[S:17][C:16]([C:2]2[CH:3]=[CH:4][C:5](=[O:9])[N:6]([CH3:8])[CH:7]=2)=[CH:15][CH:14]=1)(=[O:12])[CH3:11], predict the reactants needed to synthesize it. The reactants are: Br[C:2]1[CH:3]=[CH:4][C:5](=[O:9])[N:6]([CH3:8])[CH:7]=1.[C:10]([C:13]1[S:17][C:16](B(O)O)=[CH:15][CH:14]=1)(=[O:12])[CH3:11].C([O-])([O-])=O.[K+].[K+]. (5) Given the product [F:1][C:2]1[C:3](=[N:20][C:21](=[O:23])[CH3:22])[N:4]([CH3:24])[C:5](=[O:19])[N:6]([S:8]([C:11]2[CH:12]=[CH:13][C:14]([O:17][CH3:18])=[CH:15][CH:16]=2)(=[O:9])=[O:10])[CH:7]=1, predict the reactants needed to synthesize it. The reactants are: [F:1][C:2]1[C:3](=[N:20][C:21](=[O:23])[CH3:22])[NH:4][C:5](=[O:19])[N:6]([S:8]([C:11]2[CH:16]=[CH:15][C:14]([O:17][CH3:18])=[CH:13][CH:12]=2)(=[O:10])=[O:9])[CH:7]=1.[CH3:24]N(C)C=O.C(=O)([O-])[O-].[Li+].[Li+].IC. (6) The reactants are: Cl[C:2]1[N:3]=[C:4]([NH:11][C:12]2[CH:17]=[CH:16][C:15]([O:18][CH3:19])=[C:14]([O:20][CH3:21])[CH:13]=2)[C:5]2[N:10]=[CH:9][S:8][C:6]=2[N:7]=1.[OH:22][CH2:23][C:24]1[CH:25]=[C:26](B(O)O)[CH:27]=[CH:28][CH:29]=1.CC(C1C=C(C(C)C)C(C2C=CC=CC=2P(C2CCCCC2)C2CCCCC2)=C(C(C)C)C=1)C.C([O-])([O-])=O.[Na+].[Na+]. Given the product [CH3:21][O:20][C:14]1[CH:13]=[C:12]([NH:11][C:4]2[C:5]3[N:10]=[CH:9][S:8][C:6]=3[N:7]=[C:2]([C:28]3[CH:29]=[C:24]([CH2:23][OH:22])[CH:25]=[CH:26][CH:27]=3)[N:3]=2)[CH:17]=[CH:16][C:15]=1[O:18][CH3:19], predict the reactants needed to synthesize it. (7) The reactants are: [C:1]([Cl:4])(=O)C.Cl.[Cl:6][C:7]1[CH:15]=[C:14]([O:16][CH3:17])[C:13]([NH:18][NH2:19])=[CH:12][C:8]=1[C:9]([OH:11])=[O:10]. Given the product [ClH:4].[Cl:6][C:7]1[CH:15]=[C:14]([O:16][CH3:17])[C:13]([NH:18][NH2:19])=[CH:12][C:8]=1[C:9]([O:11][CH3:1])=[O:10], predict the reactants needed to synthesize it. (8) Given the product [CH:8]1([C:11]2[CH:12]=[CH:13][C:14]([O:17][C:18]3[CH:19]=[C:20]([CH:21]=[CH:22][CH:23]=3)[CH:24]=[C:25]3[CH2:30][CH2:29][N:28]([C:38]([NH:37][C:33]4[CH:32]=[N:31][CH:36]=[CH:35][CH:34]=4)=[O:39])[CH2:27][CH2:26]3)=[N:15][CH:16]=2)[CH2:10][CH2:9]1, predict the reactants needed to synthesize it. The reactants are: FC(F)(F)C(O)=O.[CH:8]1([C:11]2[CH:12]=[CH:13][C:14]([O:17][C:18]3[CH:23]=[CH:22][CH:21]=[C:20]([CH:24]=[C:25]4[CH2:30][CH2:29][NH:28][CH2:27][CH2:26]4)[CH:19]=3)=[N:15][CH:16]=2)[CH2:10][CH2:9]1.[N:31]1[CH:36]=[CH:35][CH:34]=[C:33]([NH:37][C:38](=O)[O:39]C2C=CC=CC=2)[CH:32]=1.C(N(CC)CC)C.